From a dataset of Reaction yield outcomes from USPTO patents with 853,638 reactions. Predict the reaction yield, written as a fraction of the theoretical maximum amount of product (1.0 means a 100% yield; for example, 0.34 means a 34% yield). (1) The reactants are [C:1]([C:3]1[CH:8]=[CH:7][CH:6]=[CH:5][C:4]=1[C:9]1[CH:14]=[CH:13][C:12]([CH2:15][N:16]2[C:21](=[O:22])[C:20]([C:23](O)=[O:24])=[C:19]([CH2:26][CH3:27])[N:18]=[C:17]2[CH2:28][CH2:29][CH3:30])=[CH:11][CH:10]=1)#[N:2].[NH:31]1[CH2:36][CH2:35][O:34][CH2:33][CH2:32]1.Cl.CN(C)CCCN=C=NCC.O.ON1C2C=CC=CC=2N=N1. The catalyst is CN(C)C=O.C(OCC)(=O)C.C(N(CC)CC)C. The product is [CH2:26]([C:19]1[N:18]=[C:17]([CH2:28][CH2:29][CH3:30])[N:16]([CH2:15][C:12]2[CH:11]=[CH:10][C:9]([C:4]3[C:3]([C:1]#[N:2])=[CH:8][CH:7]=[CH:6][CH:5]=3)=[CH:14][CH:13]=2)[C:21](=[O:22])[C:20]=1[C:23]([N:31]1[CH2:36][CH2:35][O:34][CH2:33][CH2:32]1)=[O:24])[CH3:27]. The yield is 0.890. (2) The reactants are C([O:8][C:9]1[CH:17]=[C:16]([O:18]CC2C=CC=CC=2)[C:15]([CH:26]([CH3:28])[CH3:27])=[CH:14][C:10]=1[C:11](O)=O)C1C=CC=CC=1.C(Cl)(=O)C(Cl)=O.C[N:36]([CH:38]=[O:39])C.[CH3:40][O:41][C:42]1[CH:47]=[CH:46][C:45]([NH2:48])=[CH:44][C:43]=1[N:49]([CH3:53])[CH2:50][CH2:51][CH3:52].C([N:56](CC)CC)C. The catalyst is ClCCl.C1COCC1.O.C(OCC)(=O)C. The product is [OH:39][C:38]1[N:48]([C:45]2[CH:46]=[CH:47][C:42]([O:41][CH3:40])=[C:43]([N:49]([CH3:53])[CH2:50][CH2:51][CH3:52])[CH:44]=2)[C:11]([C:10]2[CH:14]=[C:15]([CH:26]([CH3:27])[CH3:28])[C:16]([OH:18])=[CH:17][C:9]=2[OH:8])=[N:56][N:36]=1. The yield is 0.930. (3) The reactants are Cl[C:2]1[CH:7]=[C:6]([O:8][C:9]2[CH:14]=[CH:13][C:12]([NH:15][C:16]3[CH:21]=[C:20]([C:22]4[CH:27]=[CH:26][CH:25]=[CH:24][CH:23]=4)[N:19]=[C:18]([NH2:28])[N:17]=3)=[CH:11][CH:10]=2)[CH:5]=[CH:4][N:3]=1.C([O-])([O-])=O.[K+].[K+].CC1(C)C(C)(C)OB(/[CH:43]=[CH:44]/[CH2:45][CH2:46][OH:47])O1. The catalyst is CC(N(C)C)=O. The product is [NH2:28][C:18]1[N:17]=[C:16]([NH:15][C:12]2[CH:13]=[CH:14][C:9]([O:8][C:6]3[CH:5]=[CH:4][N:3]=[C:2](/[CH:43]=[CH:44]/[CH2:45][CH2:46][OH:47])[CH:7]=3)=[CH:10][CH:11]=2)[CH:21]=[C:20]([C:22]2[CH:27]=[CH:26][CH:25]=[CH:24][CH:23]=2)[N:19]=1. The yield is 0.100. (4) The reactants are Br[CH2:2][CH2:3]Br.Cl.[CH3:6][O:7][C:8](=[O:15])[C@@H:9]([C:11]([SH:14])([CH3:13])[CH3:12])[NH2:10].N12CCCN=C1CCCCC2.C([O-])(O)=O.[Na+]. The catalyst is CN(C=O)C. The product is [CH3:12][C:11]1([CH3:13])[S:14][CH2:3][CH2:2][NH:10][C@H:9]1[C:8]([O:7][CH3:6])=[O:15]. The yield is 0.870. (5) The reactants are [OH-].[K+].[Br:3][C:4]1[CH:5]=[CH:6][C:7]2[NH:8][C:9]3[C:14]([C:15]=2[CH:16]=1)=[CH:13][C:12]([Br:17])=[CH:11][CH:10]=3.Br[CH2:19][CH2:20][CH:21]1[O:23][CH2:22]1. The catalyst is CN(C=O)C.CCOC(C)=O. The product is [Br:17][C:12]1[CH:11]=[CH:10][C:9]2[N:8]([CH2:19][CH2:20][CH:21]3[CH2:22][O:23]3)[C:7]3[C:15]([C:14]=2[CH:13]=1)=[CH:16][C:4]([Br:3])=[CH:5][CH:6]=3. The yield is 0.979. (6) The reactants are [CH3:1][O:2][C:3](=[O:12])[C:4]1[CH:9]=[C:8]([Cl:10])[N:7]=[C:6](Cl)[CH:5]=1.C1(P(C2C=CC=CC=2)C2C=CC3C(=CC=CC=3)C=2C2C3C(=CC=CC=3)C=CC=2P(C2C=CC=CC=2)C2C=CC=CC=2)C=CC=CC=1.C(=O)([O-])[O-].[Cs+].[Cs+].[CH2:65]([SH:68])[CH2:66][CH3:67]. The catalyst is C(OCC)C.C([O-])(=O)C.[Pd+2].C([O-])(=O)C.C1(C)C=CC=CC=1. The product is [CH3:1][O:2][C:3](=[O:12])[C:4]1[CH:5]=[C:6]([S:68][CH2:65][CH2:66][CH3:67])[N:7]=[C:8]([Cl:10])[CH:9]=1. The yield is 0.550. (7) The reactants are C(OC([NH:8][CH2:9][CH:10]1[CH2:15][CH2:14][N:13]([C:16]2[N:20]([CH3:21])[N:19]=[CH:18][C:17]=2[NH:22][C:23]([C:25]2[N:26]=[C:27](Br)[S:28][C:29]=2[NH:30]C(=O)OC(C)(C)C)=[O:24])[CH2:12][CH2:11]1)=O)CCC.[CH3:39][N:40]([CH3:50])[C:41]1[CH:42]=[C:43](B(O)O)[CH:44]=[CH:45][CH:46]=1. No catalyst specified. The product is [NH2:30][C:29]1[S:28][C:27]([C:45]2[CH:44]=[CH:43][CH:42]=[C:41]([N:40]([CH3:50])[CH3:39])[CH:46]=2)=[N:26][C:25]=1[C:23]([NH:22][C:17]1[CH:18]=[N:19][N:20]([CH3:21])[C:16]=1[N:13]1[CH2:12][CH2:11][CH:10]([CH2:9][NH2:8])[CH2:15][CH2:14]1)=[O:24]. The yield is 0.370. (8) The reactants are Cl[C:2]1[CH:7]=[C:6]([CH3:8])[C:5]([N+:9]([O-:11])=[O:10])=[CH:4][N:3]=1.[CH2:12]([NH:19][CH2:20][C:21]1[CH:26]=[CH:25][CH:24]=[CH:23][CH:22]=1)[C:13]1[CH:18]=[CH:17][CH:16]=[CH:15][CH:14]=1.C(=O)([O-])[O-].[Na+].[Na+].Cl. The catalyst is C1(C)C=CC=CC=1.C(Cl)Cl. The product is [CH2:20]([N:19]([CH2:12][C:13]1[CH:18]=[CH:17][CH:16]=[CH:15][CH:14]=1)[C:2]1[CH:7]=[C:6]([CH3:8])[C:5]([N+:9]([O-:11])=[O:10])=[CH:4][N:3]=1)[C:21]1[CH:26]=[CH:25][CH:24]=[CH:23][CH:22]=1. The yield is 1.02. (9) The reactants are [N:1]([O-])=O.[Na+].[Br:5][C:6]1[C:12]([F:13])=[CH:11][C:9]([NH2:10])=[C:8]([F:14])[CH:7]=1.Cl.[CH3:16][O:17][CH2:18][C:19](=[O:25])[CH2:20][C:21]([O:23][CH3:24])=[O:22].CC([O-])=O.[Na+]. The catalyst is O.CO. The product is [Br:5][C:6]1[C:12]([F:13])=[CH:11][C:9]([NH:10][N:1]=[C:20]([C:19](=[O:25])[CH2:18][O:17][CH3:16])[C:21]([O:23][CH3:24])=[O:22])=[C:8]([F:14])[CH:7]=1. The yield is 1.00.